Dataset: Catalyst prediction with 721,799 reactions and 888 catalyst types from USPTO. Task: Predict which catalyst facilitates the given reaction. (1) Reactant: Br[CH2:2][C:3]([NH:5][C:6]1[S:7][C:8]([C:16]([C:18]2[CH:23]=[CH:22][CH:21]=[CH:20][N:19]=2)=[O:17])=[C:9]([C:11]2[O:12][CH:13]=[CH:14][CH:15]=2)[N:10]=1)=[O:4].[NH:24]1[CH2:29][CH2:28][O:27][CH2:26][CH2:25]1. Product: [O:12]1[CH:13]=[CH:14][CH:15]=[C:11]1[C:9]1[N:10]=[C:6]([NH:5][C:3](=[O:4])[CH2:2][N:24]2[CH2:29][CH2:28][O:27][CH2:26][CH2:25]2)[S:7][C:8]=1[C:16]([C:18]1[CH:23]=[CH:22][CH:21]=[CH:20][N:19]=1)=[O:17]. The catalyst class is: 1. (2) Reactant: [CH3:1][C:2]1[O:3][C:4]2[CH:10]=[C:9]([NH:11][C:12](=[O:19])OCC(Cl)(Cl)Cl)[CH:8]=[CH:7][C:5]=2[N:6]=1.[C:20]1([C:26]2[N:30]=[C:29]([N:31]3[CH2:36][CH2:35][NH:34][CH2:33][CH2:32]3)[S:28][N:27]=2)[CH:25]=[CH:24][CH:23]=[CH:22][CH:21]=1.C(N(C(C)C)CC)(C)C.CS(C)=O. Product: [CH3:1][C:2]1[O:3][C:4]2[CH:10]=[C:9]([NH:11][C:12]([N:34]3[CH2:35][CH2:36][N:31]([C:29]4[S:28][N:27]=[C:26]([C:20]5[CH:25]=[CH:24][CH:23]=[CH:22][CH:21]=5)[N:30]=4)[CH2:32][CH2:33]3)=[O:19])[CH:8]=[CH:7][C:5]=2[N:6]=1. The catalyst class is: 6. (3) Reactant: [CH3:1][C:2]1[C:11]([C:12](OCC)=[O:13])=[CH:10][C:9]2[C:4](=[CH:5][CH:6]=[CH:7][CH:8]=2)[N:3]=1.[H-].[Al+3].[Li+].[H-].[H-].[H-]. Product: [CH3:1][C:2]1[C:11]([CH2:12][OH:13])=[CH:10][C:9]2[C:4](=[CH:5][CH:6]=[CH:7][CH:8]=2)[N:3]=1. The catalyst class is: 1. (4) Reactant: [OH:1][CH2:2][C:3]([C:6]1[N:10]([CH3:11])[N:9]=[C:8]([N:12]2C(=O)C3C(=CC=CC=3)C2=O)[CH:7]=1)([CH3:5])[CH3:4].O.NN. Product: [NH2:12][C:8]1[CH:7]=[C:6]([C:3]([CH3:4])([CH3:5])[CH2:2][OH:1])[N:10]([CH3:11])[N:9]=1. The catalyst class is: 8. (5) Reactant: [BH4-].[Na+].[CH:3]1([NH:9][C:10]2[C:15]([C:16]3[CH2:20][C:19]([CH2:25][C:26](OC)=[O:27])([C:21](OC)=[O:22])[O:18][N:17]=3)=[CH:14][N:13]=[C:12]3[N:30]([CH2:33][CH3:34])[N:31]=[CH:32][C:11]=23)[CH2:8][CH2:7][CH2:6][CH2:5][CH2:4]1. Product: [CH:3]1([NH:9][C:10]2[C:15]([C:16]3[CH2:20][C:19]([CH2:25][CH2:26][OH:27])([CH2:21][OH:22])[O:18][N:17]=3)=[CH:14][N:13]=[C:12]3[N:30]([CH2:33][CH3:34])[N:31]=[CH:32][C:11]=23)[CH2:8][CH2:7][CH2:6][CH2:5][CH2:4]1. The catalyst class is: 83. (6) Reactant: [Cl:1][C:2]1[C:3]([C:27]2[C:35]3[C:30](=[CH:31][CH:32]=[CH:33][CH:34]=3)[NH:29][CH:28]=2)=[N:4][C:5]([NH:8][C:9]2[CH:14]=[C:13]([N+:15]([O-])=O)[C:12]([N:18]3[CH2:21][CH:20]([N:22]([CH3:24])[CH3:23])[CH2:19]3)=[CH:11][C:10]=2[O:25][CH3:26])=[N:6][CH:7]=1.[NH4+].[Cl-]. Product: [Cl:1][C:2]1[C:3]([C:27]2[C:35]3[C:30](=[CH:31][CH:32]=[CH:33][CH:34]=3)[NH:29][CH:28]=2)=[N:4][C:5]([NH:8][C:9]2[C:10]([O:25][CH3:26])=[CH:11][C:12]([N:18]3[CH2:21][CH:20]([N:22]([CH3:24])[CH3:23])[CH2:19]3)=[C:13]([NH2:15])[CH:14]=2)=[N:6][CH:7]=1. The catalyst class is: 190. (7) Reactant: [Cl:1][C:2]1[CH:7]=[CH:6][C:5]([CH:8]([CH2:12][OH:13])[C:9]([OH:11])=O)=[CH:4][CH:3]=1.[NH2:14][C:15]1[CH:16]=[C:17]([C:21]([C:23]2[C:31]3[CH:30]=[N:29][CH:28]=[N:27][C:26]=3[N:25]([CH:32]([CH3:34])[CH3:33])[CH:24]=2)=[O:22])[CH:18]=[N:19][CH:20]=1.C(N(C(C)C)CC)(C)C.CCN=C=NCCCN(C)C.Cl.C1C=CC2N(O)N=NC=2C=1. Product: [Cl:1][C:2]1[CH:3]=[CH:4][C:5]([CH:8]([CH2:12][OH:13])[C:9]([NH:14][C:15]2[CH:20]=[N:19][CH:18]=[C:17]([C:21]([C:23]3[C:31]4[CH:30]=[N:29][CH:28]=[N:27][C:26]=4[N:25]([CH:32]([CH3:34])[CH3:33])[CH:24]=3)=[O:22])[CH:16]=2)=[O:11])=[CH:6][CH:7]=1. The catalyst class is: 1. (8) Reactant: [C:1](OC(O[C:1]([CH3:4])([CH3:3])[CH3:2])N(C)C)([CH3:4])([CH3:3])[CH3:2].[Br:15][C:16]1[C:24]2[C:19](=[N:20][CH:21]=[C:22]([C:25]3[CH:26]=[C:27]([CH:31]=[CH:32][C:33]=3[CH3:34])[C:28]([OH:30])=[O:29])[CH:23]=2)[O:18][C:17]=1[C:35]1[CH:40]=[CH:39][C:38]([F:41])=[CH:37][CH:36]=1. Product: [Br:15][C:16]1[C:24]2[C:19](=[N:20][CH:21]=[C:22]([C:25]3[CH:26]=[C:27]([CH:31]=[CH:32][C:33]=3[CH3:34])[C:28]([O:30][C:1]([CH3:4])([CH3:3])[CH3:2])=[O:29])[CH:23]=2)[O:18][C:17]=1[C:35]1[CH:36]=[CH:37][C:38]([F:41])=[CH:39][CH:40]=1. The catalyst class is: 11. (9) Reactant: [F:1][C:2]([F:15])([F:14])[C:3]1[CH:4]=[N:5][C:6]2[C:7](=O)[NH:8][CH:9]=[CH:10][C:11]=2[CH:12]=1.C1(C)C=CC=CC=1.CCN(C(C)C)C(C)C.O=P(Cl)(Cl)[Cl:34]. Product: [Cl:34][C:7]1[N:8]=[CH:9][CH:10]=[C:11]2[C:6]=1[N:5]=[CH:4][C:3]([C:2]([F:15])([F:14])[F:1])=[CH:12]2. The catalyst class is: 238.